Dataset: Full USPTO retrosynthesis dataset with 1.9M reactions from patents (1976-2016). Task: Predict the reactants needed to synthesize the given product. (1) Given the product [CH2:1]([O:8][C:9]([N:11]1[CH2:18][CH2:17][C:13]([CH:14]([NH2:26])[CH3:16])([OH:15])[CH2:12]1)=[O:10])[C:2]1[CH:7]=[CH:6][CH:5]=[CH:4][CH:3]=1, predict the reactants needed to synthesize it. The reactants are: [CH2:1]([O:8][C:9]([N:11]1[CH2:18][CH2:17][C:13]2([O:15][CH:14]2[CH3:16])[CH2:12]1)=[O:10])[C:2]1[CH:7]=[CH:6][CH:5]=[CH:4][CH:3]=1.C(OCC)(=O)C.[OH-].[NH4+:26]. (2) Given the product [C:14]1([CH2:13][O:12][C:10](=[O:11])[NH:9][C@@H:8]([CH2:7][CH:1]2[CH2:2][CH2:3][CH2:4][CH2:5][CH2:6]2)[C:20]([NH:23][CH2:24][CH2:25][CH2:26][N:27]([C:28]([O:29][C:30]([CH3:31])([CH3:33])[CH3:32])=[O:34])[CH3:35])=[O:22])[CH:15]=[CH:16][CH:17]=[CH:18][CH:19]=1, predict the reactants needed to synthesize it. The reactants are: [CH:1]1([CH2:7][C@@H:8]([C:20]([OH:22])=O)[NH:9][C:10]([O:12][CH2:13][C:14]2[CH:19]=[CH:18][CH:17]=[CH:16][CH:15]=2)=[O:11])[CH2:6][CH2:5][CH2:4][CH2:3][CH2:2]1.[NH2:23][CH2:24][CH2:25][CH2:26][NH:27][C:28](=[O:34])[O:29][C:30]([CH3:33])([CH3:32])[CH3:31].[CH:35]1C=C2C(N(O)N=NC2=CC=1)=O.CN1CCOCC1.CCN=C=NCCCN(C)C.Cl.